Dataset: Forward reaction prediction with 1.9M reactions from USPTO patents (1976-2016). Task: Predict the product of the given reaction. Given the reactants [CH2:1]([O:3][C:4]([C:6]1[C:15](=O)[C:14]2[C:9](=[C:10]([Cl:17])[CH:11]=[CH:12][CH:13]=2)[N:8]([CH2:18][C:19]2[CH:24]=[CH:23][C:22]([I:25])=[CH:21][CH:20]=2)[N:7]=1)=[O:5])[CH3:2].COC1C=CC(P2(SP(C3C=CC(OC)=CC=3)(=S)S2)=[S:35])=CC=1, predict the reaction product. The product is: [CH2:1]([O:3][C:4]([C:6]1[C:15](=[S:35])[C:14]2[C:9](=[C:10]([Cl:17])[CH:11]=[CH:12][CH:13]=2)[N:8]([CH2:18][C:19]2[CH:24]=[CH:23][C:22]([I:25])=[CH:21][CH:20]=2)[N:7]=1)=[O:5])[CH3:2].